This data is from Reaction yield outcomes from USPTO patents with 853,638 reactions. The task is: Predict the reaction yield, written as a fraction of the theoretical maximum amount of product (1.0 means a 100% yield; for example, 0.34 means a 34% yield). (1) The reactants are [C:1]([O:5][C:6]([N:8]1[CH2:13][CH2:12][N:11]([C:14]2[CH:23]=[CH:22][CH:21]=[C:20]3[C:15]=2[CH2:16][CH2:17][CH2:18][NH:19]3)[CH2:10][CH2:9]1)=[O:7])([CH3:4])([CH3:3])[CH3:2].[H-].[Na+].I[CH3:27].O. The catalyst is C1COCC1.CN(C=O)C.C(OCC)(=O)C. The product is [C:1]([O:5][C:6]([N:8]1[CH2:13][CH2:12][N:11]([C:14]2[CH:23]=[CH:22][CH:21]=[C:20]3[C:15]=2[CH2:16][CH2:17][CH2:18][N:19]3[CH3:27])[CH2:10][CH2:9]1)=[O:7])([CH3:4])([CH3:2])[CH3:3]. The yield is 0.660. (2) The reactants are [CH3:1][O:2][C:3]1[CH:8]=[CH:7][C:6]([NH:9][CH2:10][C:11]([NH:13][NH2:14])=O)=[CH:5][CH:4]=1.[CH3:15][O:16][CH:17]([O:22][CH3:23])[CH2:18][N:19]=[C:20]=[S:21]. No catalyst specified. The product is [CH3:15][O:16][CH:17]([O:22][CH3:23])[CH2:18][N:19]1[C:11]([CH2:10][NH:9][C:6]2[CH:7]=[CH:8][C:3]([O:2][CH3:1])=[CH:4][CH:5]=2)=[N:13][NH:14][C:20]1=[S:21]. The yield is 0.310. (3) The reactants are [CH3:1][C:2]1[N:7]=[CH:6][C:5]([CH2:8][OH:9])=[CH:4][CH:3]=1.[N+:10]([C:13]1[CH:18]=[CH:17][C:16]([O:19][C:20](=O)[O:21]C2C=CC([N+]([O-])=O)=CC=2)=[CH:15][CH:14]=1)([O-:12])=[O:11].CN1CCOCC1. The catalyst is C(Cl)Cl. The product is [C:20](=[O:21])([O:19][C:16]1[CH:15]=[CH:14][C:13]([N+:10]([O-:12])=[O:11])=[CH:18][CH:17]=1)[O:9][CH2:8][C:5]1[CH:6]=[N:7][C:2]([CH3:1])=[CH:3][CH:4]=1. The yield is 0.770. (4) The reactants are [CH2:1]([C:3]1[CH:4]=[C:5]([C:11]2[CH:12]=[C:13]3[C:17](=[CH:18][CH:19]=2)[C:16](=[O:20])[CH:15]([CH2:21][C:22](O)=[O:23])[CH2:14]3)[CH:6]=[CH:7][C:8]=1[O:9][CH3:10])[CH3:2].CCN=C=NCCCN(C)C.CCN(CC)CC.[NH2:43][CH2:44][C:45]1[CH:50]=[CH:49][CH:48]=[CH:47][N:46]=1. The catalyst is C(Cl)Cl.CN(C1C=CN=CC=1)C. The product is [CH2:1]([C:3]1[CH:4]=[C:5]([C:11]2[CH:12]=[C:13]3[C:17](=[CH:18][CH:19]=2)[C:16](=[O:20])[CH:15]([CH2:21][C:22]([NH:43][CH2:44][C:45]2[CH:50]=[CH:49][CH:48]=[CH:47][N:46]=2)=[O:23])[CH2:14]3)[CH:6]=[CH:7][C:8]=1[O:9][CH3:10])[CH3:2]. The yield is 0.630. (5) The reactants are [NH2:1][C:2]1[N:7]=[C:6]([C:8]([F:11])([F:10])[F:9])[C:5]([C:12]2[CH:17]=[C:16]([N:18]3[C@@H:22]([CH3:23])[C@@H:21]([CH2:24][CH2:25][O:26][Si](C(C)(C)C)(C4C=CC=CC=4)C4C=CC=CC=4)[O:20][C:19]3=[O:44])[N:15]=[C:14]([N:45]3[CH2:50][CH2:49][O:48][CH2:47][CH2:46]3)[N:13]=2)=[CH:4][N:3]=1.CCCC[N+](CCCC)(CCCC)CCCC.[F-]. The catalyst is C1COCC1. The product is [NH2:1][C:2]1[N:7]=[C:6]([C:8]([F:11])([F:10])[F:9])[C:5]([C:12]2[CH:17]=[C:16]([N:18]3[C@@H:22]([CH3:23])[C@@H:21]([CH2:24][CH2:25][OH:26])[O:20][C:19]3=[O:44])[N:15]=[C:14]([N:45]3[CH2:46][CH2:47][O:48][CH2:49][CH2:50]3)[N:13]=2)=[CH:4][N:3]=1. The yield is 0.830. (6) The reactants are Br.[N+:2]([C:5]1[CH:10]=[CH:9][C:8]([CH2:11][C@@H:12]([C:14]2[N:15]=[C:16]([C:19]3[S:20][CH:21]=[CH:22][CH:23]=3)[S:17][CH:18]=2)[NH2:13])=[CH:7][CH:6]=1)([O-:4])=[O:3].CCN(CC)CC.[CH2:31]([N:38]=[C:39]=[O:40])[C:32]1[CH:37]=[CH:36][CH:35]=[CH:34][CH:33]=1. The catalyst is C(Cl)Cl. The product is [CH2:31]([NH:38][C:39]([NH:13][C@H:12]([C:14]1[N:15]=[C:16]([C:19]2[S:20][CH:21]=[CH:22][CH:23]=2)[S:17][CH:18]=1)[CH2:11][C:8]1[CH:7]=[CH:6][C:5]([N+:2]([O-:4])=[O:3])=[CH:10][CH:9]=1)=[O:40])[C:32]1[CH:37]=[CH:36][CH:35]=[CH:34][CH:33]=1. The yield is 0.960.